This data is from Catalyst prediction with 721,799 reactions and 888 catalyst types from USPTO. The task is: Predict which catalyst facilitates the given reaction. (1) Reactant: [F:1][C:2]1[CH:3]=[C:4]2[C:10]([I:11])=[N:9][NH:8][C:5]2=[N:6][CH:7]=1.[F:12][C:13]1[CH:20]=[CH:19][CH:18]=[CH:17][C:14]=1[CH2:15]Br.C(=O)([O-])[O-].[Cs+].[Cs+].[Cl-].[Na+]. Product: [F:1][C:2]1[CH:3]=[C:4]2[C:10]([I:11])=[N:9][N:8]([CH2:15][C:14]3[CH:17]=[CH:18][CH:19]=[CH:20][C:13]=3[F:12])[C:5]2=[N:6][CH:7]=1. The catalyst class is: 3. (2) Reactant: [CH2:1]([O:3][C:4]1[CH:5]=[C:6]([C:13]2[O:17][N:16]=[C:15]([C:18]3[CH:26]=[CH:25][CH:24]=[C:23]4[C:19]=3[CH:20]=[CH:21][NH:22]4)[N:14]=2)[CH:7]=[CH:8][C:9]=1[O:10][CH2:11][CH3:12])[CH3:2].[CH2:27]([O:29]C1C=C(C=CC=1OCC)C(O)=O)C.[OH:42]NC(C1C2C=CNC=2C=CC=1)=N.C1CN([P+](Br)(N2CCCC2)N2CCCC2)CC1.F[P-](F)(F)(F)(F)F.CC[N:81]([CH:85]([CH3:87])[CH3:86])C(C)C. Product: [NH2:81][C:85]([CH2:87][N:22]1[C:23]2[C:19](=[C:18]([C:15]3[N:14]=[C:13]([C:6]4[CH:7]=[CH:8][C:9]([O:10][CH2:11][CH3:12])=[C:4]([O:3][CH2:1][CH3:2])[CH:5]=4)[O:17][N:16]=3)[CH:26]=[CH:25][CH:24]=2)[CH2:20][CH2:21]1)([CH2:27][OH:29])[CH2:86][OH:42]. The catalyst class is: 49. (3) Reactant: [CH2:1]([C:13]1[CH:52]=[CH:51][C:16]([C:17]([C:19]2[CH:27]=[C:26]([C:28]([OH:30])=[O:29])[C:25]([C:31](=O)[C:32]3[CH:37]=[CH:36][C:35]([CH2:38][CH2:39][CH2:40][CH2:41][CH2:42][CH2:43][CH2:44][CH2:45][CH2:46][CH2:47][CH2:48][CH3:49])=[CH:34][CH:33]=3)=[CH:24][C:20]=2[C:21]([OH:23])=[O:22])=O)=[CH:15][CH:14]=1)[CH2:2][CH2:3][CH2:4][CH2:5][CH2:6][CH2:7][CH2:8][CH2:9][CH2:10][CH2:11][CH3:12].[H][H]. Product: [CH2:38]([C:35]1[CH:36]=[CH:37][C:32]([CH2:31][C:25]2[CH:24]=[C:20]([C:21]([OH:23])=[O:22])[C:19]([CH2:17][C:16]3[CH:15]=[CH:14][C:13]([CH2:1][CH2:2][CH2:3][CH2:4][CH2:5][CH2:6][CH2:7][CH2:8][CH2:9][CH2:10][CH2:11][CH3:12])=[CH:52][CH:51]=3)=[CH:27][C:26]=2[C:28]([OH:30])=[O:29])=[CH:33][CH:34]=1)[CH2:39][CH2:40][CH2:41][CH2:42][CH2:43][CH2:44][CH2:45][CH2:46][CH2:47][CH2:48][CH3:49]. The catalyst class is: 304. (4) Reactant: [NH:1]([C:3]1[CH:8]=[CH:7][CH:6]=[CH:5][N:4]=1)[NH2:2].[OH:9][C:10]1[CH:15]=[CH:14][C:13](/[CH:16]=[CH:17]/[C:18](=O)[CH2:19][C:20]#[N:21])=[CH:12][C:11]=1[O:23][CH3:24]. Product: [NH2:21][C:20]1[N:1]([C:3]2[CH:8]=[CH:7][CH:6]=[CH:5][N:4]=2)[N:2]=[C:18](/[CH:17]=[CH:16]/[C:13]2[CH:14]=[CH:15][C:10]([OH:9])=[C:11]([O:23][CH3:24])[CH:12]=2)[CH:19]=1. The catalyst class is: 15. (5) Reactant: [F:1][C:2]1[CH:3]=[C:4]([CH:6]=[CH:7][C:8]=1[CH3:9])[NH2:5].C(O)(=O)C.[N:14]([O-])=O.[Na+].[Sn](Cl)(Cl)(Cl)Cl. Product: [F:1][C:2]1[CH:3]=[C:4]([NH:5][NH2:14])[CH:6]=[CH:7][C:8]=1[CH3:9]. The catalyst class is: 223. (6) Reactant: [NH:1]1[CH:5]=[C:4]([CH2:6][N:7]2[C:13]3[CH:14]=[CH:15][C:16]([C:18]#[N:19])=[CH:17][C:12]=3[CH2:11][N:10]([S:20]([C:23]3[S:24][CH:25]=[CH:26][CH:27]=3)(=[O:22])=[O:21])[C@H:9]([CH2:28][C:29]3[CH:34]=[CH:33][CH:32]=[CH:31][CH:30]=3)[CH2:8]2)[N:3]=[CH:2]1.[CH3:35][S:36]([OH:39])(=[O:38])=[O:37]. Product: [S:36]([OH:39])(=[O:38])(=[O:37])[CH3:35].[NH:1]1[CH:5]=[C:4]([CH2:6][N:7]2[C:13]3[CH:14]=[CH:15][C:16]([C:18]#[N:19])=[CH:17][C:12]=3[CH2:11][N:10]([S:20]([C:23]3[S:24][CH:25]=[CH:26][CH:27]=3)(=[O:21])=[O:22])[C@H:9]([CH2:28][C:29]3[CH:30]=[CH:31][CH:32]=[CH:33][CH:34]=3)[CH2:8]2)[N:3]=[CH:2]1. The catalyst class is: 8. (7) Reactant: [CH:1]([N:4](C(C)C)CC)(C)C.CN(C(ON1N=[N:25][C:20]2[CH:21]=[CH:22][CH:23]=[CH:24]C1=2)=[N+](C)C)C.F[P-](F)(F)(F)(F)F.[CH2:34](N(C)C1CCNCC1)[C:35]1[CH:40]=[CH:39][CH:38]=[CH:37][CH:36]=1.[CH3:49][N:50]1[CH:54]=[CH:53][N:52]=[C:51]1[CH2:55][CH2:56][C:57]([OH:59])=O. Product: [CH2:34]([CH:22]1[CH2:23][CH2:24][N:25]([C:57](=[O:59])[CH2:56][CH2:55][C:51]2[N:50]([CH3:49])[CH:54]=[CH:53][N:52]=2)[CH:20]([NH:4][CH3:1])[CH2:21]1)[C:35]1[CH:36]=[CH:37][CH:38]=[CH:39][CH:40]=1. The catalyst class is: 147. (8) Reactant: C(N(CC)CC)C.[F:8][C:9]1[N:14]=[C:13]([Sn](CCCC)(CCCC)CCCC)[CH:12]=[CH:11][CH:10]=1.Br[C:29]1[N:33]2[N:34]=[C:35]([N:38]3[CH2:42][CH2:41][CH2:40][CH:39]3[C:43]3[CH:48]=[C:47]([F:49])[CH:46]=[CH:45][C:44]=3[F:50])[CH:36]=[CH:37][C:32]2=[N:31][CH:30]=1. Product: [F:50][C:44]1[CH:45]=[CH:46][C:47]([F:49])=[CH:48][C:43]=1[CH:39]1[CH2:40][CH2:41][CH2:42][N:38]1[C:35]1[CH:36]=[CH:37][C:32]2[N:33]([C:29]([C:13]3[CH:12]=[CH:11][CH:10]=[C:9]([F:8])[N:14]=3)=[CH:30][N:31]=2)[N:34]=1. The catalyst class is: 11. (9) Reactant: [H-].[Na+].[CH3:3][N:4]1[C:8]([NH2:9])=[N:7][N:6]=[N:5]1.[F:10][C:11]([F:40])([F:39])[C:12]1[CH:13]=[C:14]([CH:18]2[CH2:21][C:20]3([CH2:26][CH2:25][N:24]([C:27](OC4C=CC([N+]([O-])=O)=CC=4)=[O:28])[CH2:23][CH2:22]3)[CH2:19]2)[CH:15]=[CH:16][CH:17]=1. Product: [CH3:3][N:4]1[C:8]([NH:9][C:27]([N:24]2[CH2:23][CH2:22][C:20]3([CH2:21][CH:18]([C:14]4[CH:15]=[CH:16][CH:17]=[C:12]([C:11]([F:39])([F:40])[F:10])[CH:13]=4)[CH2:19]3)[CH2:26][CH2:25]2)=[O:28])=[N:7][N:6]=[N:5]1. The catalyst class is: 44. (10) Reactant: [CH3:1][O:2][C:3](=[O:13])[C:4]1[CH:9]=[CH:8][C:7]([CH2:10][C:11]#[N:12])=[CH:6][CH:5]=1.[N-:14]=[N+:15]=[N-:16].[Na+].Cl.C(N(CC)CC)C. Product: [CH3:1][O:2][C:3](=[O:13])[C:4]1[CH:9]=[CH:8][C:7]([CH2:10][C:11]2[NH:16][N:15]=[N:14][N:12]=2)=[CH:6][CH:5]=1. The catalyst class is: 11.